From a dataset of Full USPTO retrosynthesis dataset with 1.9M reactions from patents (1976-2016). Predict the reactants needed to synthesize the given product. (1) Given the product [F:36][C:37]([F:39])([F:38])[CH:24]([C:23]1([O:26][C:27]2[CH:28]=[C:29]([F:35])[C:30]([F:34])=[C:31]([F:33])[CH:32]=2)[CH2:22][CH2:21][CH2:20][N:19]2[C:15]([C:5]3[CH:6]=[CH:7][C:8]([C:9]4[O:13][C:12]([CH3:14])=[N:11][CH:10]=4)=[C:3]([O:2][CH3:1])[CH:4]=3)=[N:16][N:17]=[C:18]12)[OH:25], predict the reactants needed to synthesize it. The reactants are: [CH3:1][O:2][C:3]1[CH:4]=[C:5]([C:15]2[N:19]3[CH2:20][CH2:21][CH2:22][C:23]([O:26][C:27]4[CH:32]=[C:31]([F:33])[C:30]([F:34])=[C:29]([F:35])[CH:28]=4)([CH:24]=[O:25])[C:18]3=[N:17][N:16]=2)[CH:6]=[CH:7][C:8]=1[C:9]1[O:13][C:12]([CH3:14])=[N:11][CH:10]=1.[F:36][C:37]([Si](C)(C)C)([F:39])[F:38].CCCC[N+](CCCC)(CCCC)CCCC.[F-].Cl. (2) Given the product [C:14]([O:18][C:19](=[O:37])[NH:20][C:21]1[CH:26]=[CH:25][C:24]([C:2]2[C:10]3[C:5](=[N:6][C:7]([S:11][CH3:12])=[N:8][CH:9]=3)[N:4]([CH3:13])[N:3]=2)=[CH:23][C:22]=1[F:36])([CH3:17])([CH3:15])[CH3:16], predict the reactants needed to synthesize it. The reactants are: Br[C:2]1[C:10]2[C:5](=[N:6][C:7]([S:11][CH3:12])=[N:8][CH:9]=2)[N:4]([CH3:13])[N:3]=1.[C:14]([O:18][C:19](=[O:37])[NH:20][C:21]1[CH:26]=[CH:25][C:24](B2OC(C)(C)C(C)(C)O2)=[CH:23][C:22]=1[F:36])([CH3:17])([CH3:16])[CH3:15]. (3) Given the product [CH:36]([O:35][C:24]1[CH:23]=[C:22]([C:19]2[CH:18]=[CH:17][C:16]([OH:15])=[CH:21][CH:20]=2)[N:26]([C:27]2[CH:28]=[CH:29][C:30]([O:33][CH3:34])=[CH:31][CH:32]=2)[N:25]=1)([CH3:38])[CH3:37], predict the reactants needed to synthesize it. The reactants are: C([O-])=O.[NH4+].C(O)C.C([O:15][C:16]1[CH:21]=[CH:20][C:19]([C:22]2[N:26]([C:27]3[CH:32]=[CH:31][C:30]([O:33][CH3:34])=[CH:29][CH:28]=3)[N:25]=[C:24]([O:35][CH:36]([CH3:38])[CH3:37])[CH:23]=2)=[CH:18][CH:17]=1)C1C=CC=CC=1. (4) Given the product [Cl:1][C:2]1[C:3]2[C:4](=[N:5][C:54]([NH2:55])=[C:53]3[C:56]=2[CH:57]=[CH:58][CH:59]=[CH:52]3)[CH:6]=[CH:7][CH:8]=1, predict the reactants needed to synthesize it. The reactants are: [Cl:1][C:2]1[C:3](I)=[C:4]([CH:6]=[CH:7][CH:8]=1)[NH2:5].C1CCC(P(C2C(C3C=CC=CC=3)=CC=CC=2)C2CCCCC2)CC1.C(N(CC)CC)C.CC1(C)C(C)(C)OBO1.Br[C:52]1[CH:59]=[CH:58][CH:57]=[CH:56][C:53]=1[C:54]#[N:55].COC1C=CC=C(OC)C=1C1C=CC=CC=1P(C1CCCCC1)C1CCCCC1.C(=O)([O-])[O-].[K+].[K+].[H-].[Na+].